This data is from Full USPTO retrosynthesis dataset with 1.9M reactions from patents (1976-2016). The task is: Predict the reactants needed to synthesize the given product. Given the product [CH:19]1([C:10]([C:8]2[O:9][C:5]3[CH:4]=[C:3]([O:2][CH3:1])[CH:13]=[CH:12][C:6]=3[CH:7]=2)=[O:14])[CH2:24][CH2:23][CH2:22][CH2:21][CH2:20]1, predict the reactants needed to synthesize it. The reactants are: [CH3:1][O:2][C:3]1[CH:13]=[CH:12][C:6]2[CH:7]=[C:8]([C:10]#N)[O:9][C:5]=2[CH:4]=1.[O:14]1CCCC1.[CH:19]1([Mg]Br)[CH2:24][CH2:23][CH2:22][CH2:21][CH2:20]1.[Cl-].[NH4+].